The task is: Predict the reactants needed to synthesize the given product.. This data is from Full USPTO retrosynthesis dataset with 1.9M reactions from patents (1976-2016). (1) Given the product [CH2:1]([NH:3][C:4]([NH:6][C:7]1[N:38]=[C:10]2[CH:11]=[C:12]([C:20]3[CH:25]=[N:24][C:23]([N:26]4[CH2:31][CH2:30][C:29]([CH3:37])([C:32]([O:34][CH2:35][CH3:36])=[O:33])[CH2:28][CH2:27]4)=[N:22][CH:21]=3)[CH:13]=[C:14]([N:15]3[CH:19]=[CH:18][CH:17]=[N:16]3)[N:9]2[N:8]=1)=[O:5])[CH3:2], predict the reactants needed to synthesize it. The reactants are: [CH2:1]([N:3]=[C:4]=[O:5])[CH3:2].[NH2:6][C:7]1[N:38]=[C:10]2[CH:11]=[C:12]([C:20]3[CH:21]=[N:22][C:23]([N:26]4[CH2:31][CH2:30][C:29]([CH3:37])([C:32]([O:34][CH2:35][CH3:36])=[O:33])[CH2:28][CH2:27]4)=[N:24][CH:25]=3)[CH:13]=[C:14]([N:15]3[CH:19]=[CH:18][CH:17]=[N:16]3)[N:9]2[N:8]=1. (2) Given the product [NH2:16][CH:17]1[CH2:21][N:20]([C:8]2[C:5]3[CH:6]=[N:7][C:2]([Cl:1])=[CH:3][C:4]=3[N:10]([CH:11]([CH3:13])[CH3:12])[N:9]=2)[C:19](=[O:22])[CH2:18]1, predict the reactants needed to synthesize it. The reactants are: [Cl:1][C:2]1[N:7]=[CH:6][C:5]2[C:8](I)=[N:9][N:10]([CH:11]([CH3:13])[CH3:12])[C:4]=2[CH:3]=1.Cl.[NH2:16][CH:17]1[CH2:21][NH:20][C:19](=[O:22])[CH2:18]1.C1(P(C2C=CC=CC=2)C2C3OC4C(=CC=CC=4P(C4C=CC=CC=4)C4C=CC=CC=4)C(C)(C)C=3C=CC=2)C=CC=CC=1.C(=O)([O-])[O-].[Cs+].[Cs+]. (3) Given the product [Cl:1][C:2]1[C:3]([C:23]2[C:28]([Cl:29])=[CH:27][N:26]=[C:25]([NH:43][C@H:40]3[CH2:39][CH2:38][C@H:37]([NH:36][C@H:34]([CH3:35])[CH2:33][O:32][CH3:31])[CH2:42][CH2:41]3)[CH:24]=2)=[N:4][C:5]([NH:8][CH2:16][C@@H:17]2[CH2:22][CH2:21][CH2:20][O:19][CH2:18]2)=[CH:6][CH:7]=1, predict the reactants needed to synthesize it. The reactants are: [Cl:1][C:2]1[C:3]([C:23]2[C:28]([Cl:29])=[CH:27][N:26]=[C:25](F)[CH:24]=2)=[N:4][C:5]([N:8]([CH2:16][CH:17]2[CH2:22][CH2:21][CH2:20][O:19][CH2:18]2)C(=O)OC(C)(C)C)=[CH:6][CH:7]=1.[CH3:31][O:32][CH2:33][C@H:34]([NH:36][C@H:37]1[CH2:42][CH2:41][C@H:40]([NH2:43])[CH2:39][CH2:38]1)[CH3:35].CCN(C(C)C)C(C)C. (4) Given the product [N:1]([CH2:6][C:7]1[CH:16]=[CH:15][C:14]([Cl:17])=[CH:13][C:8]=1[C:9]([O:11][CH3:12])=[O:10])=[N+:2]=[N-:3], predict the reactants needed to synthesize it. The reactants are: [N-:1]=[N+:2]=[N-:3].[Na+].Br[CH2:6][C:7]1[CH:16]=[CH:15][C:14]([Cl:17])=[CH:13][C:8]=1[C:9]([O:11][CH3:12])=[O:10]. (5) Given the product [CH2:1]([O:8][C:9]1[C:18]2[C:13](=[CH:14][CH:15]=[C:16]([C:39]3[CH:38]=[N:37][CH:42]=[CH:41][CH:40]=3)[CH:17]=2)[N:12]=[C:11]([CH2:20][O:21][C:22]2[CH:27]=[CH:26][CH:25]=[C:24]([O:28][CH2:29][CH:30]3[CH2:35][CH2:34][O:33][CH2:32][CH2:31]3)[CH:23]=2)[C:10]=1[CH3:36])[C:2]1[CH:7]=[CH:6][CH:5]=[CH:4][CH:3]=1, predict the reactants needed to synthesize it. The reactants are: [CH2:1]([O:8][C:9]1[C:18]2[C:13](=[CH:14][CH:15]=[C:16](Br)[CH:17]=2)[N:12]=[C:11]([CH2:20][O:21][C:22]2[CH:27]=[CH:26][CH:25]=[C:24]([O:28][CH2:29][CH:30]3[CH2:35][CH2:34][O:33][CH2:32][CH2:31]3)[CH:23]=2)[C:10]=1[CH3:36])[C:2]1[CH:7]=[CH:6][CH:5]=[CH:4][CH:3]=1.[N:37]1[CH:42]=[CH:41][CH:40]=[C:39](OB(O)O)[CH:38]=1.C(=O)([O-])[O-].[Na+].[Na+].O.